Dataset: Peptide-MHC class I binding affinity with 185,985 pairs from IEDB/IMGT. Task: Regression. Given a peptide amino acid sequence and an MHC pseudo amino acid sequence, predict their binding affinity value. This is MHC class I binding data. (1) The peptide sequence is IPQSLDSYWTSL. The MHC is Mamu-B01 with pseudo-sequence Mamu-B01. The binding affinity (normalized) is 0.0171. (2) The peptide sequence is GTSWFITQR. The MHC is HLA-A03:01 with pseudo-sequence HLA-A03:01. The binding affinity (normalized) is 0.468. (3) The peptide sequence is GHHTNFESF. The MHC is HLA-A30:02 with pseudo-sequence HLA-A30:02. The binding affinity (normalized) is 0.237. (4) The peptide sequence is HIVGKSCPK. The MHC is HLA-A33:01 with pseudo-sequence HLA-A33:01. The binding affinity (normalized) is 0.0672.